This data is from Full USPTO retrosynthesis dataset with 1.9M reactions from patents (1976-2016). The task is: Predict the reactants needed to synthesize the given product. (1) Given the product [CH3:8][S:9]([N:12]1[CH2:17][CH2:16][C:15](=[O:34])[CH:14]([C:25](=[O:26])[C:24]2[CH:28]=[CH:29][C:21]([C:20]([F:31])([F:30])[F:19])=[CH:22][CH:23]=2)[CH2:13]1)(=[O:11])=[O:10], predict the reactants needed to synthesize it. The reactants are: CC1CCNCC1.[CH3:8][S:9]([N:12]1[CH2:17][CH2:16][CH2:15][CH2:14][C:13]1=O)(=[O:11])=[O:10].[F:19][C:20]([F:31])([F:30])[C:21]1[CH:29]=[CH:28][C:24]([C:25](Cl)=[O:26])=[CH:23][CH:22]=1.C(OC(C)C)(=[O:34])C. (2) Given the product [NH2:28][C:24]1[CH:23]=[C:22]([CH:27]=[CH:26][N:25]=1)[C:21]([NH:20][C:17]1[S:18][CH:19]=[C:15]([C:11]2[C:10]([CH3:32])=[CH:9][C:8]([O:7][C:6]3[CH:5]=[CH:4][C:3]([O:2][CH3:1])=[CH:34][CH:33]=3)=[CH:13][C:12]=2[CH3:14])[N:16]=1)=[O:31], predict the reactants needed to synthesize it. The reactants are: [CH3:1][O:2][C:3]1[CH:34]=[CH:33][C:6]([O:7][C:8]2[CH:13]=[C:12]([CH3:14])[C:11]([C:15]3[N:16]=[C:17]([NH:20][C:21](=[O:31])[C:22]4[CH:27]=[CH:26][N:25]=[C:24]([N+:28]([O-])=O)[CH:23]=4)[S:18][CH:19]=3)=[C:10]([CH3:32])[CH:9]=2)=[CH:5][CH:4]=1. (3) Given the product [CH3:25][N:26]([CH3:50])[CH2:27][C:28]([NH:30][C:31]1[CH:36]=[CH:35][CH:34]=[C:33]([N:37]=[C:38]2[N:42]([CH2:43][C:44]3[O:45][CH:46]=[CH:47][CH:48]=3)[C:41](=[O:49])[C:40](=[C:2]3[N:6]([CH3:13])[C:5]4[CH:7]=[C:8]([O:11][CH3:12])[CH:9]=[CH:10][C:4]=4[S:3]3)[S:39]2)[CH:32]=1)=[O:29], predict the reactants needed to synthesize it. The reactants are: S[C:2]1[S:3][C:4]2[CH:10]=[CH:9][C:8]([O:11][CH3:12])=[CH:7][C:5]=2[N:6]=1.[C:13]1(C)C=CC(S(OC)(=O)=O)=CC=1.[CH3:25][N:26]([CH3:50])[CH2:27][C:28]([NH:30][C:31]1[CH:36]=[CH:35][CH:34]=[C:33]([N:37]=[C:38]2[N:42]([CH2:43][C:44]3[O:45][CH:46]=[CH:47][CH:48]=3)[C:41](=[O:49])[CH2:40][S:39]2)[CH:32]=1)=[O:29]. (4) Given the product [C:1]([O:5][C:6](=[O:26])[NH:7][CH:8]([C:18]1[CH:23]=[CH:22][C:21]([CH3:24])=[C:20]([Cl:25])[CH:19]=1)[C:9](=[O:10])[C:11]1[CH:16]=[CH:15][C:14]([O:17][CH:28]2[CH2:32][CH2:31][O:30][CH2:29]2)=[CH:13][CH:12]=1)([CH3:4])([CH3:2])[CH3:3], predict the reactants needed to synthesize it. The reactants are: [C:1]([O:5][C:6](=[O:26])[NH:7][CH:8]([C:18]1[CH:23]=[CH:22][C:21]([CH3:24])=[C:20]([Cl:25])[CH:19]=1)[C:9]([C:11]1[CH:16]=[CH:15][C:14]([OH:17])=[CH:13][CH:12]=1)=[O:10])([CH3:4])([CH3:3])[CH3:2].O[CH:28]1[CH2:32][CH2:31][O:30][CH2:29]1. (5) The reactants are: CN1CCOCC1.C(OC(Cl)=O)C(C)C.[F:16][C:17]1[N:22]=[C:21]([C:23]([OH:25])=O)[CH:20]=[CH:19][CH:18]=1.Cl.[CH3:27][O:28][NH:29][CH3:30]. Given the product [CH3:27][O:28][N:29]([CH3:30])[C:23]([C:21]1[CH:20]=[CH:19][CH:18]=[C:17]([F:16])[N:22]=1)=[O:25], predict the reactants needed to synthesize it. (6) Given the product [Cl:16][C:6]1[C:5]2[C:10](=[CH:11][C:2]([Cl:1])=[C:3]([I:13])[CH:4]=2)[N:9]=[CH:8][CH:7]=1, predict the reactants needed to synthesize it. The reactants are: [Cl:1][C:2]1[CH:11]=[C:10]2[C:5]([C:6](O)=[CH:7][CH:8]=[N:9]2)=[CH:4][C:3]=1[I:13].O=P(Cl)(Cl)[Cl:16]. (7) Given the product [Cl:1][C:2]1[CH:7]=[CH:6][C:5]([C@:8]2([O:26][C@H:25]([CH2:27][O:28][C:29](=[O:31])[CH3:30])[C@@H:20]([O:21][C:22](=[O:24])[CH3:23])[C@H:15]([O:16][C:17](=[O:19])[CH3:18])[C@H:10]2[O:11][C:12](=[O:14])[CH3:13])[OH:9])=[CH:4][C:3]=1[CH2:32][C:33]1[CH:38]=[CH:37][C:36]([O:39][C:40]2([CH2:45][OH:46])[CH2:44][CH2:43][CH2:42][CH2:41]2)=[CH:35][CH:34]=1, predict the reactants needed to synthesize it. The reactants are: [Cl:1][C:2]1[CH:7]=[CH:6][C:5]([C@:8]2([O:26][C@H:25]([CH2:27][O:28][C:29](=[O:31])[CH3:30])[C@@H:20]([O:21][C:22](=[O:24])[CH3:23])[C@H:15]([O:16][C:17](=[O:19])[CH3:18])[C@H:10]2[O:11][C:12](=[O:14])[CH3:13])[OH:9])=[CH:4][C:3]=1[CH2:32][C:33]1[CH:38]=[CH:37][C:36]([O:39][C:40]2([C:45](O)=[O:46])[CH2:44][CH2:43][CH2:42][CH2:41]2)=[CH:35][CH:34]=1.C(Cl)(=O)C(Cl)=O. (8) Given the product [NH2:11][C:8]1[CH:9]=[C:10]2[C:5](=[CH:6][C:7]=1[N+:15]([O-:17])=[O:16])[N:4]([CH2:21][C:22]1[CH:23]=[C:24]([F:33])[C:25]([O:29][CH:30]([CH3:31])[CH3:32])=[C:26]([F:28])[CH:27]=1)[C:3](=[O:18])[C:2]2([CH3:1])[CH3:19], predict the reactants needed to synthesize it. The reactants are: [CH3:1][C:2]1([CH3:19])[C:10]2[C:5](=[CH:6][C:7]([N+:15]([O-:17])=[O:16])=[C:8]([NH:11]C(=O)C)[CH:9]=2)[NH:4][C:3]1=[O:18].Cl[CH2:21][C:22]1[CH:23]=[C:24]([F:33])[C:25]([O:29][CH:30]([CH3:32])[CH3:31])=[C:26]([F:28])[CH:27]=1.C([O-])([O-])=O.[K+].[K+]. (9) Given the product [CH2:1]([N:8]1[C:9](=[O:12])[S:10][N:18]([CH2:21][C:22]([O:24][CH2:25][CH3:26])=[O:23])[C:19]1=[O:20])[C:2]1[CH:7]=[CH:6][CH:5]=[CH:4][CH:3]=1, predict the reactants needed to synthesize it. The reactants are: [CH2:1]([N:8]=[C:9]=[S:10])[C:2]1[CH:7]=[CH:6][CH:5]=[CH:4][CH:3]=1.Cl.[O-:12][Mn](=O)(=O)=O.[K+].[N:18]([CH2:21][C:22]([O:24][CH2:25][CH3:26])=[O:23])=[C:19]=[O:20].